From a dataset of Ames mutagenicity test results for genotoxicity prediction. Regression/Classification. Given a drug SMILES string, predict its toxicity properties. Task type varies by dataset: regression for continuous values (e.g., LD50, hERG inhibition percentage) or binary classification for toxic/non-toxic outcomes (e.g., AMES mutagenicity, cardiotoxicity, hepatotoxicity). Dataset: ames. The compound is CCCCCCCCCC(=O)OCCN1CCN(CCCN2c3ccccc3Sc3ccc(C(F)(F)F)cc32)CC1. The result is 0 (non-mutagenic).